From a dataset of Full USPTO retrosynthesis dataset with 1.9M reactions from patents (1976-2016). Predict the reactants needed to synthesize the given product. (1) Given the product [N:14]1[CH:19]=[CH:18][CH:17]=[CH:16][C:15]=1[N:20]([CH2:32][C:33]([O:35][CH2:36][CH3:37])=[O:34])[C:21]([C:22]1[CH:27]=[CH:26][C:25]2[N:28]([CH3:29])[C:11]([CH2:10][NH:9][C:6]3[CH:5]=[CH:4][C:3]([C:1]#[N:2])=[CH:8][CH:7]=3)=[N:30][C:24]=2[CH:23]=1)=[O:31], predict the reactants needed to synthesize it. The reactants are: [C:1]([C:3]1[CH:8]=[CH:7][C:6]([NH:9][CH2:10][C:11](O)=O)=[CH:5][CH:4]=1)#[N:2].[N:14]1[CH:19]=[CH:18][CH:17]=[CH:16][C:15]=1[N:20]([CH2:32][C:33]([O:35][CH2:36][CH3:37])=[O:34])[C:21](=[O:31])[C:22]1[CH:27]=[CH:26][C:25]([NH:28][CH3:29])=[C:24]([NH2:30])[CH:23]=1. (2) Given the product [CH:18]([C:16]1[N:17]=[C:13]([C:11]2[CH:2]=[C:1]([OH:3])[C:4]3[C:9](=[C:8]([F:21])[C:7]([O:22][CH3:23])=[CH:6][CH:5]=3)[N:10]=2)[S:14][CH:15]=1)([CH3:20])[CH3:19], predict the reactants needed to synthesize it. The reactants are: [C:1]([C:4]1[C:9]([NH:10][C:11]([C:13]2[S:14][CH:15]=[C:16]([CH:18]([CH3:20])[CH3:19])[N:17]=2)=O)=[C:8]([F:21])[C:7]([O:22][CH3:23])=[CH:6][CH:5]=1)(=[O:3])[CH3:2].C(C1N=C(C2C=C(O)C3C(=CC(OC)=CC=3)N=2)SC=1)(C)C. (3) Given the product [ClH:7].[Br:25][C:14]1[CH:13]=[C:12]2[C:17]([C:18]([NH:19][CH2:20][C:21]([OH:23])([CH3:22])[CH3:24])=[C:9]([NH:8][C:5](=[O:6])[CH2:4][CH2:3][O:2][CH3:1])[CH:10]=[N:11]2)=[N:16][CH:15]=1, predict the reactants needed to synthesize it. The reactants are: [CH3:1][O:2][CH2:3][CH2:4][C:5]([Cl:7])=[O:6].[NH2:8][C:9]1[CH:10]=[N:11][C:12]2[C:17]([C:18]=1[NH:19][CH2:20][C:21]([CH3:24])([OH:23])[CH3:22])=[N:16][CH:15]=[C:14]([Br:25])[CH:13]=2.C(Cl)(Cl)Cl. (4) Given the product [Cl:13][CH2:8][C:7]1[C:2]([CH3:1])=[N:3][CH:4]=[CH:5][C:6]=1[CH3:10], predict the reactants needed to synthesize it. The reactants are: [CH3:1][C:2]1[C:7]([CH2:8]O)=[C:6]([CH3:10])[CH:5]=[CH:4][N:3]=1.S(Cl)([Cl:13])=O.